This data is from Forward reaction prediction with 1.9M reactions from USPTO patents (1976-2016). The task is: Predict the product of the given reaction. (1) Given the reactants [OH:1][C:2]1[CH:3]=[C:4]([CH:9]=[CH:10][CH:11]=1)[C:5]([NH:7][NH2:8])=O.I.CS[C:15](=[NH:28])[NH:16][C:17]1[CH:22]=[CH:21][C:20]([Cl:23])=[C:19]([C:24]([F:27])([F:26])[F:25])[CH:18]=1, predict the reaction product. The product is: [Cl:23][C:20]1[CH:21]=[CH:22][C:17]([NH:16][C:15]2[NH:28][C:5]([C:4]3[CH:3]=[C:2]([OH:1])[CH:11]=[CH:10][CH:9]=3)=[N:7][N:8]=2)=[CH:18][C:19]=1[C:24]([F:25])([F:26])[F:27]. (2) Given the reactants [CH2:1]([O:3][C:4](=[O:17])[CH2:5][O:6][C:7]1[CH:12]=[CH:11][C:10]([S:13](Cl)(=O)=O)=[CH:9][CH:8]=1)[CH3:2].[Sn].Cl.C(Cl)Cl, predict the reaction product. The product is: [CH2:1]([O:3][C:4](=[O:17])[CH2:5][O:6][C:7]1[CH:8]=[CH:9][C:10]([SH:13])=[CH:11][CH:12]=1)[CH3:2]. (3) Given the reactants [F:1][C:2]1[C:3]([F:27])=[CH:4][C:5]2[N:14]=[C:13]([N:15]3[CH2:20][CH2:19][NH:18][C@@H:17]([CH2:21][CH2:22][O:23][CH3:24])[CH2:16]3)[C:12]3[CH:11]=[C:10]([CH3:25])[S:9][C:8]=3[NH:7][C:6]=2[CH:26]=1.C=O.[C:30](O[BH-](OC(=O)C)OC(=O)C)(=O)C.[Na+].[Cl:44]CCCl, predict the reaction product. The product is: [ClH:44].[F:1][C:2]1[C:3]([F:27])=[CH:4][C:5]2[N:14]=[C:13]([N:15]3[CH2:20][CH2:19][N:18]([CH3:30])[C@@H:17]([CH2:21][CH2:22][O:23][CH3:24])[CH2:16]3)[C:12]3[CH:11]=[C:10]([CH3:25])[S:9][C:8]=3[NH:7][C:6]=2[CH:26]=1.